Regression/Classification. Given a drug SMILES string, predict its absorption, distribution, metabolism, or excretion properties. Task type varies by dataset: regression for continuous measurements (e.g., permeability, clearance, half-life) or binary classification for categorical outcomes (e.g., BBB penetration, CYP inhibition). Dataset: cyp3a4_substrate_carbonmangels. From a dataset of CYP3A4 substrate classification data from Carbon-Mangels et al.. (1) The molecule is Oc1nc2cc(Cl)ccc2o1. The result is 1 (substrate). (2) The compound is Cc1nnc2n1-c1ccc(Cl)cc1C(c1ccccc1Cl)=NC2. The result is 1 (substrate). (3) The molecule is NN=O. The result is 0 (non-substrate).